From a dataset of Reaction yield outcomes from USPTO patents with 853,638 reactions. Predict the reaction yield, written as a fraction of the theoretical maximum amount of product (1.0 means a 100% yield; for example, 0.34 means a 34% yield). The reactants are Br.[CH3:2][O:3][C:4]1[CH:9]=[CH:8][C:7]([C:10](=O)[CH2:11][S:12][C:13](=[NH:15])[CH3:14])=[CH:6][CH:5]=1. The catalyst is CO.C([O-])(O)=O.[Na+].[Cl-].[Zn+2].[Cl-]. The product is [CH3:2][O:3][C:4]1[CH:9]=[CH:8][C:7]([C:10]2[N:15]=[C:13]([CH3:14])[S:12][CH:11]=2)=[CH:6][CH:5]=1. The yield is 0.920.